Dataset: Full USPTO retrosynthesis dataset with 1.9M reactions from patents (1976-2016). Task: Predict the reactants needed to synthesize the given product. (1) Given the product [Br:1][C:25]1[CH:26]=[C:27]2[C:22](=[CH:23][CH:24]=1)[N:21]([C:30]1[CH:35]=[CH:34][CH:33]=[CH:32][CH:31]=1)[C:20]1[CH:19]=[C:18]3[C:10]([CH3:36])([CH3:9])[C:11]4[C:16]([C:17]3=[CH:29][C:28]2=1)=[CH:15][CH:14]=[CH:13][CH:12]=4, predict the reactants needed to synthesize it. The reactants are: [Br:1]N1C(=O)CCC1=O.[CH3:9][C:10]1([CH3:36])[C:18]2=[CH:19][C:20]3[N:21]([C:30]4[CH:35]=[CH:34][CH:33]=[CH:32][CH:31]=4)[C:22]4[C:27]([C:28]=3[CH:29]=[C:17]2[C:16]2[C:11]1=[CH:12][CH:13]=[CH:14][CH:15]=2)=[CH:26][CH:25]=[CH:24][CH:23]=4.C([O-])([O-])=O.[Na+].[Na+]. (2) Given the product [OH:15][C:11]([CH2:10][C:3]1[C:4]2[C:9](=[CH:8][CH:7]=[CH:6][CH:5]=2)[NH:1][CH:2]=1)([C:12]([OH:14])=[O:13])[CH2:36][C:37](=[N:38][OH:20])[C:46]([OH:47])=[O:49], predict the reactants needed to synthesize it. The reactants are: [NH:1]1[C:9]2[C:4](=[CH:5][CH:6]=[CH:7][CH:8]=2)[C:3]([CH2:10][C:11](=[O:15])[C:12]([OH:14])=[O:13])=[CH:2]1.[OH-].[Na+].C(O)(=O)C(C)=[O:20].OC(C[C:36]1C2C(=CC=CC=2)[NH:38][CH:37]=1)(C(O)=O)CC(=O)C(O)=O.Cl.[C:46](=[O:49])([O-])[O-:47].[Na+].[Na+]. (3) The reactants are: [CH3:1][C@@H:2]1[N:25]([CH3:26])[CH2:24][C@:7]23[CH2:8][CH2:9][C@@H:10]4[C@@:15]5([CH3:23])[CH2:16][CH2:17][C@H:18]([N:20]([CH3:22])[CH3:21])[CH2:19][C:14]5=[CH:13][CH2:12][C@H:11]4[C@@H:6]2[CH2:5][CH2:4][C@H:3]13. Given the product [CH3:21][N:20]([CH3:22])[CH:18]1[CH2:19][CH:14]2[C:15]([CH3:23])([CH:10]3[CH:11]([CH2:12][CH2:13]2)[CH:6]2[CH2:5][CH2:4][CH:3]4[CH:2]([CH3:1])[N:25]([CH3:26])[CH2:24][C:7]24[CH2:8][CH2:9]3)[CH2:16][CH2:17]1, predict the reactants needed to synthesize it. (4) Given the product [F:1][C:2]1[C:3]([O:47][CH2:48][O:49][CH2:50][CH2:51][Si:52]([CH3:55])([CH3:54])[CH3:53])=[CH:4][C:5]([CH2:42][C:43]([F:46])([F:45])[F:44])=[C:6]([C:8]2[N:13]=[C:12]([NH:14][CH2:15][C:16]3[CH:21]=[C:20]([O:22][CH3:23])[CH:19]=[CH:18][C:17]=3[N:24]([CH3:29])[S:25]([CH3:28])(=[O:27])=[O:26])[C:11]3[C:30]([C:70]([OH:71])=[O:69])=[N:31][N:32]([CH2:33][O:34][CH2:35][CH2:36][Si:37]([CH3:40])([CH3:39])[CH3:38])[C:10]=3[CH:9]=2)[CH:7]=1, predict the reactants needed to synthesize it. The reactants are: [F:1][C:2]1[C:3]([O:47][CH2:48][O:49][CH2:50][CH2:51][Si:52]([CH3:55])([CH3:54])[CH3:53])=[CH:4][C:5]([CH2:42][C:43]([F:46])([F:45])[F:44])=[C:6]([C:8]2[N:13]=[C:12]([NH:14][CH2:15][C:16]3[CH:21]=[C:20]([O:22][CH3:23])[CH:19]=[CH:18][C:17]=3[N:24]([CH3:29])[S:25]([CH3:28])(=[O:27])=[O:26])[C:11]3[C:30](I)=[N:31][N:32]([CH2:33][O:34][CH2:35][CH2:36][Si:37]([CH3:40])([CH3:39])[CH3:38])[C:10]=3[CH:9]=2)[CH:7]=1.C1CCN2C(=NCCC2)CC1.CC[O:69][C:70](C)=[O:71]. (5) Given the product [Cl:1][C:2]1[CH:3]=[C:4]([N:9]2[C:14](=[O:15])[C@@H:13]3[CH2:17][C@@H:18]([OH:20])[CH2:19][N:12]3[C:10]2=[O:11])[CH:5]=[C:6]([Cl:8])[CH:7]=1, predict the reactants needed to synthesize it. The reactants are: [Cl:1][C:2]1[CH:3]=[C:4]([NH:9][C:10]([N:12]2[CH2:19][C@H:18]([OH:20])[CH2:17][C@H:13]2[C:14](O)=[O:15])=[O:11])[CH:5]=[C:6]([Cl:8])[CH:7]=1.Cl.